This data is from NCI-60 drug combinations with 297,098 pairs across 59 cell lines. The task is: Regression. Given two drug SMILES strings and cell line genomic features, predict the synergy score measuring deviation from expected non-interaction effect. (1) Drug 1: C1CN1P(=S)(N2CC2)N3CC3. Drug 2: C1C(C(OC1N2C=NC(=NC2=O)N)CO)O. Cell line: NCI-H460. Synergy scores: CSS=62.2, Synergy_ZIP=2.78, Synergy_Bliss=5.53, Synergy_Loewe=2.46, Synergy_HSA=7.06. (2) Drug 1: COC1=C(C=C2C(=C1)N=CN=C2NC3=CC(=C(C=C3)F)Cl)OCCCN4CCOCC4. Drug 2: C1=CC(=CC=C1C#N)C(C2=CC=C(C=C2)C#N)N3C=NC=N3. Cell line: SK-OV-3. Synergy scores: CSS=34.8, Synergy_ZIP=-5.07, Synergy_Bliss=-2.45, Synergy_Loewe=-9.02, Synergy_HSA=-2.19.